From a dataset of Reaction yield outcomes from USPTO patents with 853,638 reactions. Predict the reaction yield, written as a fraction of the theoretical maximum amount of product (1.0 means a 100% yield; for example, 0.34 means a 34% yield). (1) The reactants are S([N:11]1[C:15]2[N:16]=[CH:17][C:18]3[N:19]([C:20]([CH2:23][C:24]4([CH2:28][NH2:29])[CH2:27][CH2:26][CH2:25]4)=[N:21][N:22]=3)[C:14]=2[CH:13]=[CH:12]1)(C1C=CC(C)=CC=1)(=O)=O.C(OC([NH:37][C:38]1([CH2:42][C:43](O)=[O:44])CCC1)=O)(C)(C)C.CCN=C=NCCCN(C)C.Cl.Cl.C(CC(O)=O)#N.C1C=CC2N(O)N=NC=2C=1.CCN(C(C)C)C(C)C. The catalyst is O1CCOCC1.CN(C=O)C.O. The product is [C:20]1([CH2:23][C:24]2([CH2:28][NH:29][C:43](=[O:44])[CH2:42][C:38]#[N:37])[CH2:25][CH2:26][CH2:27]2)[N:19]2[C:14]3[CH:13]=[CH:12][NH:11][C:15]=3[N:16]=[CH:17][C:18]2=[N:22][N:21]=1. The yield is 0.170. (2) The reactants are [CH2:1]([O:8][C:9]1[CH:16]=[CH:15][C:12]([CH:13]=O)=[C:11]([OH:17])[CH:10]=1)[C:2]1[CH:7]=[CH:6][CH:5]=[CH:4][CH:3]=1.C([O-])([O-])=O.[K+].[K+].[CH2:24]([O:26][C:27](=[O:30])[CH2:28]Br)[CH3:25].O. The catalyst is CN(C=O)C. The product is [CH2:24]([O:26][C:27]([C:28]1[O:17][C:11]2[CH:10]=[C:9]([O:8][CH2:1][C:2]3[CH:7]=[CH:6][CH:5]=[CH:4][CH:3]=3)[CH:16]=[CH:15][C:12]=2[CH:13]=1)=[O:30])[CH3:25]. The yield is 0.620. (3) The reactants are [Br:1][C:2]1[CH:7]=[CH:6][CH:5]=[C:4]([Br:8])[C:3]=1[CH3:9].[Br:10]N1C(=O)CCC1=O.C(OOC(=O)C1C=CC=CC=1)(=O)C1C=CC=CC=1. The catalyst is C(Cl)(Cl)(Cl)Cl. The product is [Br:1][C:2]1[CH:7]=[CH:6][CH:5]=[C:4]([Br:8])[C:3]=1[CH2:9][Br:10]. The yield is 0.980. (4) The reactants are Cl[CH:2]([C:7]1[CH:11]=[C:10]([C:12]2[CH:17]=[CH:16][C:15]([F:18])=[CH:14][C:13]=2[CH3:19])[O:9][C:8]=1[CH2:20][O:21][CH3:22])[CH2:3][CH:4]([CH3:6])[CH3:5].[NH2:23][C:24]1[CH:29]=[CH:28][C:27]([C:30]([N:32]([CH3:40])[CH2:33][CH2:34][C:35]([O:37]CC)=[O:36])=[O:31])=[CH:26][CH:25]=1.C(=O)([O-])[O-].[Na+].[Na+].[I-].[Na+]. The catalyst is CN(C)C(=O)C.O. The product is [F:18][C:15]1[CH:16]=[CH:17][C:12]([C:10]2[O:9][C:8]([CH2:20][O:21][CH3:22])=[C:7]([CH:2]([NH:23][C:24]3[CH:25]=[CH:26][C:27]([C:30]([N:32]([CH3:40])[CH2:33][CH2:34][C:35]([OH:37])=[O:36])=[O:31])=[CH:28][CH:29]=3)[CH2:3][CH:4]([CH3:6])[CH3:5])[CH:11]=2)=[C:13]([CH3:19])[CH:14]=1. The yield is 0.0600. (5) The reactants are C[O:2][C:3](=[O:29])[C@@H:4]([NH2:28])[CH2:5][C:6]1[CH:11]=[CH:10][C:9]([O:12][CH2:13][CH2:14][C:15]2[N:16]=[C:17]([C:21]3[CH:26]=[CH:25][CH:24]=[CH:23][CH:22]=3)[O:18][C:19]=2[CH3:20])=[C:8]([Br:27])[CH:7]=1.[CH3:30][C:31]1[CH:41]=[CH:40][C:34]([CH:35]=[CH:36][C:37](O)=[O:38])=[CH:33][CH:32]=1. No catalyst specified. The product is [Br:27][C:8]1[CH:7]=[C:6]([CH2:5][C@H:4]([NH:28][C:37](=[O:38])[CH:36]=[CH:35][C:34]2[CH:40]=[CH:41][C:31]([CH3:30])=[CH:32][CH:33]=2)[C:3]([OH:2])=[O:29])[CH:11]=[CH:10][C:9]=1[O:12][CH2:13][CH2:14][C:15]1[N:16]=[C:17]([C:21]2[CH:26]=[CH:25][CH:24]=[CH:23][CH:22]=2)[O:18][C:19]=1[CH3:20]. The yield is 0.240. (6) The reactants are C(OC([N:8]1[CH2:38][CH2:37][C:11]2([O:15][C:14](=[O:16])[N:13]([CH2:17][C:18]3[CH:23]=[CH:22][C:21]([O:24][CH2:25][CH:26]([CH3:28])[CH3:27])=[CH:20][CH:19]=3)[CH:12]2[CH2:29][C:30]2[CH:35]=[CH:34][C:33]([F:36])=[CH:32][CH:31]=2)[CH2:10][CH2:9]1)=O)(C)(C)C.[NH:39]1[CH2:44][CH2:43][O:42][CH2:41][CH2:40]1.[Cl:45][CH2:46][CH2:47][CH2:48]I.C(=O)([O-])[O-].[K+].[K+].[I-].[Na+]. The catalyst is C(#N)C.CN(C=O)C. The product is [ClH:45].[ClH:45].[F:36][C:33]1[CH:32]=[CH:31][C:30]([CH2:29][CH:12]2[C:11]3([CH2:37][CH2:38][N:8]([CH2:46][CH2:47][CH2:48][N:39]4[CH2:44][CH2:43][O:42][CH2:41][CH2:40]4)[CH2:9][CH2:10]3)[O:15][C:14](=[O:16])[N:13]2[CH2:17][C:18]2[CH:23]=[CH:22][C:21]([O:24][CH2:25][CH:26]([CH3:27])[CH3:28])=[CH:20][CH:19]=2)=[CH:35][CH:34]=1. The yield is 0.400. (7) The reactants are [Cl:1][C:2]1[CH:10]=[CH:9][C:8]([NH:11][C:12]([CH:14]2[CH2:16][CH2:15]2)=[O:13])=[C:7]2[C:3]=1[CH2:4][N:5]([C@@H:18]([C:23]1[CH:28]=[CH:27][C:26]([O:29][CH3:30])=[C:25]([O:31][CH2:32][CH3:33])[CH:24]=1)[CH2:19][C:20](O)=[O:21])[C:6]2=[O:17].C(N1C=CN=C1)(N1C=CN=C1)=O.Cl.[NH2:47][OH:48].O. The catalyst is O1CCCC1. The product is [Cl:1][C:2]1[CH:10]=[CH:9][C:8]([NH:11][C:12]([CH:14]2[CH2:15][CH2:16]2)=[O:13])=[C:7]2[C:3]=1[CH2:4][N:5]([C@@H:18]([C:23]1[CH:28]=[CH:27][C:26]([O:29][CH3:30])=[C:25]([O:31][CH2:32][CH3:33])[CH:24]=1)[CH2:19][C:20](=[O:21])[NH:47][OH:48])[C:6]2=[O:17]. The yield is 0.860. (8) The reactants are [NH2:1][C:2]1[CH:10]=[CH:9][CH:8]=[C:4]([C:5]([OH:7])=O)[C:3]=1[C:11]([OH:13])=[O:12].[C:14](OC(=O)C)(=[O:16])[CH3:15]. No catalyst specified. The product is [C:14]([NH:1][C:2]1[CH:10]=[CH:9][CH:8]=[C:4]2[C:5]([O:13][C:11](=[O:12])[C:3]=12)=[O:7])(=[O:16])[CH3:15]. The yield is 0.610.